From a dataset of Forward reaction prediction with 1.9M reactions from USPTO patents (1976-2016). Predict the product of the given reaction. (1) Given the reactants Cl.[NH2:2][CH2:3][C:4]1[CH:9]=[CH:8][C:7]([NH:10][C:11]2[CH:16]=[CH:15][C:14]([C:17]([F:20])([F:19])[F:18])=[CH:13][C:12]=2[NH:21][C:22]([C:24]2[CH:32]=[C:31]([Cl:33])[C:30]([Cl:34])=[CH:29][C:25]=2[C:26]([OH:28])=[O:27])=[O:23])=[CH:6][CH:5]=1.[N:35]1([C:41](Cl)=[O:42])[CH2:40][CH2:39][O:38][CH2:37][CH2:36]1.CCN(CC)CC, predict the reaction product. The product is: [Cl:33][C:31]1[C:30]([Cl:34])=[CH:29][C:25]([C:26]([OH:28])=[O:27])=[C:24]([C:22]([NH:21][C:12]2[CH:13]=[C:14]([C:17]([F:19])([F:20])[F:18])[CH:15]=[CH:16][C:11]=2[NH:10][C:7]2[CH:6]=[CH:5][C:4]([CH2:3][NH:2][C:41]([N:35]3[CH2:40][CH2:39][O:38][CH2:37][CH2:36]3)=[O:42])=[CH:9][CH:8]=2)=[O:23])[CH:32]=1. (2) Given the reactants [CH3:1][Si:2]([CH3:17])([CH3:16])[O:3][CH2:4][CH2:5][CH2:6][C:7]1[C:15]2[C:10](=[CH:11][CH:12]=[CH:13][CH:14]=2)[CH2:9][CH:8]=1.C([Li:22])CCC, predict the reaction product. The product is: [CH3:17][Si:2]([CH3:1])([CH3:16])[O:3][CH2:4][CH2:5][CH2:6][C-:7]1[C:15]2[C:10](=[CH:11][CH:12]=[CH:13][CH:14]=2)[CH:9]=[CH:8]1.[Li+:22]. (3) Given the reactants [Br:1][C:2]1[CH:3]=[C:4]([NH2:9])[C:5]([Cl:8])=[N:6][CH:7]=1.C1COCC1.C[Si]([N-][Si](C)(C)C)(C)C.[Na+].[CH:25]1([S:31](Cl)(=[O:33])=[O:32])[CH2:30][CH2:29][CH2:28][CH2:27][CH2:26]1, predict the reaction product. The product is: [Br:1][C:2]1[CH:3]=[C:4]([NH:9][S:31]([CH:25]2[CH2:30][CH2:29][CH2:28][CH2:27][CH2:26]2)(=[O:33])=[O:32])[C:5]([Cl:8])=[N:6][CH:7]=1.